The task is: Predict the reactants needed to synthesize the given product.. This data is from Full USPTO retrosynthesis dataset with 1.9M reactions from patents (1976-2016). (1) Given the product [CH3:17][O:18][C:19](=[O:32])[CH2:20][O:21][C:22]1[CH:27]=[CH:26][C:25]([CH2:28][CH2:29][CH2:30][N:2]([CH2:3][CH2:4][NH:5][C:6]([C:8]2[C:13]([NH2:14])=[N:12][C:11]([NH2:15])=[C:10]([Cl:16])[N:9]=2)=[O:7])[CH3:1])=[CH:24][CH:23]=1, predict the reactants needed to synthesize it. The reactants are: [CH3:1][NH:2][CH2:3][CH2:4][NH:5][C:6]([C:8]1[C:13]([NH2:14])=[N:12][C:11]([NH2:15])=[C:10]([Cl:16])[N:9]=1)=[O:7].[CH3:17][O:18][C:19](=[O:32])[CH2:20][O:21][C:22]1[CH:27]=[CH:26][C:25]([CH2:28][CH2:29][CH2:30]Br)=[CH:24][CH:23]=1.C(=O)([O-])[O-].[Na+].[Na+]. (2) Given the product [F:18][C:12]1[CH:13]=[C:14]([F:17])[CH:15]=[CH:16][C:11]=1[O:10][C:8]1[CH:7]=[CH:6][C:5]([N+:19]([O-:21])=[O:20])=[C:4]([CH:9]=1)[C:3]([OH:22])=[O:2], predict the reactants needed to synthesize it. The reactants are: C[O:2][C:3](=[O:22])[C:4]1[CH:9]=[C:8]([O:10][C:11]2[CH:16]=[CH:15][C:14]([F:17])=[CH:13][C:12]=2[F:18])[CH:7]=[CH:6][C:5]=1[N+:19]([O-:21])=[O:20].[OH-].[Na+].Cl. (3) Given the product [F:15][C:16]([F:21])([F:20])[C:17]([OH:19])=[O:18].[OH:14][CH2:13][C:2]1([OH:1])[CH2:5][NH:4][CH2:3]1, predict the reactants needed to synthesize it. The reactants are: [OH:1][C:2]1([CH2:13][OH:14])[CH2:5][N:4](C(OC(C)(C)C)=O)[CH2:3]1.[F:15][C:16]([F:21])([F:20])[C:17]([OH:19])=[O:18]. (4) Given the product [C:16]([NH:24][C:25]1[CH:37]=[C:36]([C:3]2[CH:4]=[CH:5][CH:6]=[CH:7][C:2]=2[F:1])[CH:35]=[CH:34][C:26]=1[C:27]([O:29][C:30]([CH3:32])([CH3:33])[CH3:31])=[O:28])(=[O:23])[C:17]1[CH:18]=[CH:19][CH:20]=[CH:21][CH:22]=1, predict the reactants needed to synthesize it. The reactants are: [F:1][C:2]1[CH:7]=[CH:6][CH:5]=[CH:4][C:3]=1B(O)O.[Na].C(=O)([O-])O.[C:16]([NH:24][C:25]1[CH:37]=[C:36](Br)[CH:35]=[CH:34][C:26]=1[C:27]([O:29][C:30]([CH3:33])([CH3:32])[CH3:31])=[O:28])(=[O:23])[C:17]1[CH:22]=[CH:21][CH:20]=[CH:19][CH:18]=1.C(=O)([O-])O.[Na+]. (5) Given the product [O:21]1[CH:22]=[CH:23][C:19]([C:2]#[C:1][N:3]2[C:11]3[CH:10]=[CH:9][C:8]([CH3:12])=[CH:7][C:6]=3[C:5]3[CH2:13][N:14]([CH3:17])[CH2:15][CH2:16][C:4]2=3)=[CH:20]1, predict the reactants needed to synthesize it. The reactants are: [C:1]([N:3]1[C:11]2[CH:10]=[CH:9][C:8]([CH3:12])=[CH:7][C:6]=2[C:5]2[CH2:13][N:14]([CH3:17])[CH2:15][CH2:16][C:4]1=2)#[CH:2].Br[C:19]1[CH:23]=[CH:22][O:21][CH:20]=1.CCCC[N+](CCCC)(CCCC)CCCC.[F-]. (6) Given the product [CH3:1][O:2][C:3](=[O:19])[CH:4]([NH:8][C:9](=[O:18])[C:10]1[C:11]([Cl:17])=[CH:12][CH:13]=[CH:14][C:15]=1[Cl:16])[CH2:5]/[CH:6]=[CH:7]/[C:21]1[CH:22]=[CH:23][C:24]([N:27]([CH2:34][C:35]2[CH:40]=[CH:39][N:38]=[CH:37][CH:36]=2)[C:28]2[N:33]=[CH:32][CH:31]=[CH:30][N:29]=2)=[CH:25][CH:26]=1, predict the reactants needed to synthesize it. The reactants are: [CH3:1][O:2][C:3](=[O:19])[CH:4]([NH:8][C:9](=[O:18])[C:10]1[C:15]([Cl:16])=[CH:14][CH:13]=[CH:12][C:11]=1[Cl:17])[CH2:5][CH:6]=[CH2:7].I[C:21]1[CH:26]=[CH:25][C:24]([N:27]([CH2:34][C:35]2[CH:40]=[CH:39][N:38]=[CH:37][CH:36]=2)[C:28]2[N:33]=[CH:32][CH:31]=[CH:30][N:29]=2)=[CH:23][CH:22]=1. (7) Given the product [C:11]([O:15][C:16]([N:18]1[CH2:19][CH:20]=[C:21]([C:2]2[CH:7]=[N:6][C:5]([O:8][CH2:9][CH3:10])=[CH:4][CH:3]=2)[CH2:22][CH2:23]1)=[O:17])([CH3:14])([CH3:12])[CH3:13], predict the reactants needed to synthesize it. The reactants are: Br[C:2]1[CH:3]=[CH:4][C:5]([O:8][CH2:9][CH3:10])=[N:6][CH:7]=1.[C:11]([O:15][C:16]([N:18]1[CH2:23][CH:22]=[C:21](B2OC(C)(C)C(C)(C)O2)[CH2:20][CH2:19]1)=[O:17])([CH3:14])([CH3:13])[CH3:12].C([O-])([O-])=O.[Cs+].[Cs+]. (8) Given the product [F:1][C:2]1[CH:10]=[C:9]2[C:5]([C:6]([C:20]3[CH:21]=[CH:22][C:23]4[O:44][CH:43]=[N:42][C:27]=4[CH:28]=3)=[CH:7][N:8]2[S:11]([C:14]2[CH:19]=[CH:18][CH:17]=[CH:16][CH:15]=2)(=[O:12])=[O:13])=[CH:4][CH:3]=1, predict the reactants needed to synthesize it. The reactants are: [F:1][C:2]1[CH:10]=[C:9]2[C:5]([C:6]([C:20]3[CH:28]=[C:27]4[C:23](C=NN4)=[CH:22][CH:21]=3)=[CH:7][N:8]2[S:11]([C:14]2[CH:19]=[CH:18][CH:17]=[CH:16][CH:15]=2)(=[O:13])=[O:12])=[CH:4][CH:3]=1.CC1(C)C(C)(C)OB(C2C=CC3[O:44][CH:43]=[N:42]C=3C=2)O1.FC1C=C2C(C(I)=CN2S(C2C=CC=CC=2)(=O)=O)=CC=1. (9) The reactants are: [C:1]([C:4]1[CH:5]=[C:6]([CH:10]=[C:11]([C:13]2[CH:18]=[CH:17][C:16]([CH3:19])=[CH:15][N:14]=2)[CH:12]=1)[C:7]([OH:9])=[O:8])([CH3:3])=[CH2:2].[H][H]. Given the product [CH:1]([C:4]1[CH:5]=[C:6]([CH:10]=[C:11]([C:13]2[CH:18]=[CH:17][C:16]([CH3:19])=[CH:15][N:14]=2)[CH:12]=1)[C:7]([OH:9])=[O:8])([CH3:3])[CH3:2], predict the reactants needed to synthesize it. (10) The reactants are: Cl.Cl.Cl.[O:4]1[C:8]2=[C:9]([N:13]3[CH2:18][CH2:17][N:16]([CH2:19][CH2:20][C@H:21]4[CH2:26][CH2:25][C@H:24]([NH2:27])[CH2:23][CH2:22]4)[CH2:15][CH2:14]3)[N:10]=[CH:11][CH:12]=[C:7]2[CH2:6][CH2:5]1.[C:28]([O:32][C:33]1[CH:41]=[CH:40][C:36]([C:37](O)=[O:38])=[CH:35][CH:34]=1)([CH3:31])([CH3:30])[CH3:29]. Given the product [C:28]([O:32][C:33]1[CH:34]=[CH:35][C:36]([C:37]([NH:27][C@H:24]2[CH2:25][CH2:26][C@H:21]([CH2:20][CH2:19][N:16]3[CH2:17][CH2:18][N:13]([C:9]4[N:10]=[CH:11][CH:12]=[C:7]5[CH2:6][CH2:5][O:4][C:8]=45)[CH2:14][CH2:15]3)[CH2:22][CH2:23]2)=[O:38])=[CH:40][CH:41]=1)([CH3:31])([CH3:29])[CH3:30], predict the reactants needed to synthesize it.